This data is from NCI-60 drug combinations with 297,098 pairs across 59 cell lines. The task is: Regression. Given two drug SMILES strings and cell line genomic features, predict the synergy score measuring deviation from expected non-interaction effect. (1) Drug 1: CCCS(=O)(=O)NC1=C(C(=C(C=C1)F)C(=O)C2=CNC3=C2C=C(C=N3)C4=CC=C(C=C4)Cl)F. Drug 2: CC1=C(C=C(C=C1)NC(=O)C2=CC=C(C=C2)CN3CCN(CC3)C)NC4=NC=CC(=N4)C5=CN=CC=C5. Cell line: PC-3. Synergy scores: CSS=7.27, Synergy_ZIP=3.13, Synergy_Bliss=9.80, Synergy_Loewe=8.18, Synergy_HSA=7.66. (2) Synergy scores: CSS=1.83, Synergy_ZIP=4.34, Synergy_Bliss=8.47, Synergy_Loewe=-30.7, Synergy_HSA=-2.00. Drug 2: CC1CCCC2(C(O2)CC(NC(=O)CC(C(C(=O)C(C1O)C)(C)C)O)C(=CC3=CSC(=N3)C)C)C. Cell line: MDA-MB-435. Drug 1: C1CCN(CC1)CCOC2=CC=C(C=C2)C(=O)C3=C(SC4=C3C=CC(=C4)O)C5=CC=C(C=C5)O. (3) Drug 1: CC12CCC(CC1=CCC3C2CCC4(C3CC=C4C5=CN=CC=C5)C)O. Drug 2: C#CCC(CC1=CN=C2C(=N1)C(=NC(=N2)N)N)C3=CC=C(C=C3)C(=O)NC(CCC(=O)O)C(=O)O. Cell line: UO-31. Synergy scores: CSS=13.1, Synergy_ZIP=-2.80, Synergy_Bliss=3.65, Synergy_Loewe=3.59, Synergy_HSA=3.41.